This data is from Forward reaction prediction with 1.9M reactions from USPTO patents (1976-2016). The task is: Predict the product of the given reaction. Given the reactants [Cl:1][C:2]1[N:7]=[C:6]([CH2:8][C:9]([C:11]2[C:12]([F:29])=[C:13]([NH:17][S:18]([C:21]3[C:26]([F:27])=[CH:25][CH:24]=[CH:23][C:22]=3[F:28])(=[O:20])=[O:19])[CH:14]=[CH:15][CH:16]=2)=O)[CH:5]=[CH:4][N:3]=1.[CH:30]1([C:36](=[S:38])[NH2:37])[CH2:35][CH2:34][CH2:33][CH2:32][CH2:31]1, predict the reaction product. The product is: [Cl:1][C:2]1[N:7]=[C:6]([C:8]2[S:38][C:36]([CH:30]3[CH2:35][CH2:34][CH2:33][CH2:32][CH2:31]3)=[N:37][C:9]=2[C:11]2[C:12]([F:29])=[C:13]([NH:17][S:18]([C:21]3[C:26]([F:27])=[CH:25][CH:24]=[CH:23][C:22]=3[F:28])(=[O:20])=[O:19])[CH:14]=[CH:15][CH:16]=2)[CH:5]=[CH:4][N:3]=1.